From a dataset of Full USPTO retrosynthesis dataset with 1.9M reactions from patents (1976-2016). Predict the reactants needed to synthesize the given product. (1) Given the product [CH3:1][O:2][C:3]1[CH:4]=[CH:5][C:6]2[O:10][C:9]([CH:11]([NH:21][C:22]3[CH:23]=[CH:24][C:25]([C:26]([O:28][CH3:29])=[O:27])=[CH:30][CH:31]=3)[CH2:12][CH2:13][CH2:14][CH2:15][S:16][CH3:17])=[C:8]([CH3:19])[C:7]=2[CH:20]=1, predict the reactants needed to synthesize it. The reactants are: [CH3:1][O:2][C:3]1[CH:4]=[CH:5][C:6]2[O:10][C:9]([C:11](=O)[CH2:12][CH2:13][CH2:14][CH2:15][S:16][CH3:17])=[C:8]([CH3:19])[C:7]=2[CH:20]=1.[NH2:21][C:22]1[CH:31]=[CH:30][C:25]([C:26]([O:28][CH3:29])=[O:27])=[CH:24][CH:23]=1.C(=O)([O-])O.[Na+].C([BH3-])#N.[Na+]. (2) Given the product [NH2:16][CH2:15][CH2:14][N:13]1[C:9]2[CH:8]=[CH:7][N:6]=[C:5]([NH2:4])[C:10]=2[N:11]=[C:12]1[S:27][C:28]1[C:36]([CH3:37])=[CH:35][C:31]2[O:32][CH2:33][O:34][C:30]=2[CH:29]=1, predict the reactants needed to synthesize it. The reactants are: NN.O.[NH2:4][C:5]1[C:10]2[N:11]=[C:12]([S:27][C:28]3[C:36]([CH3:37])=[CH:35][C:31]4[O:32][CH2:33][O:34][C:30]=4[CH:29]=3)[N:13]([CH2:14][CH2:15][N:16]3C(=O)C4C(=CC=CC=4)C3=O)[C:9]=2[CH:8]=[CH:7][N:6]=1.